This data is from NCI-60 drug combinations with 297,098 pairs across 59 cell lines. The task is: Regression. Given two drug SMILES strings and cell line genomic features, predict the synergy score measuring deviation from expected non-interaction effect. (1) Drug 1: CCCCCOC(=O)NC1=NC(=O)N(C=C1F)C2C(C(C(O2)C)O)O. Drug 2: CC(C)NC(=O)C1=CC=C(C=C1)CNNC.Cl. Cell line: EKVX. Synergy scores: CSS=-0.00350, Synergy_ZIP=2.25, Synergy_Bliss=0.464, Synergy_Loewe=0.885, Synergy_HSA=-2.30. (2) Drug 1: C1=NC(=NC(=O)N1C2C(C(C(O2)CO)O)O)N. Drug 2: B(C(CC(C)C)NC(=O)C(CC1=CC=CC=C1)NC(=O)C2=NC=CN=C2)(O)O. Cell line: NCI-H522. Synergy scores: CSS=60.7, Synergy_ZIP=-5.49, Synergy_Bliss=-3.42, Synergy_Loewe=-20.4, Synergy_HSA=-3.07. (3) Drug 1: CCC1(CC2CC(C3=C(CCN(C2)C1)C4=CC=CC=C4N3)(C5=C(C=C6C(=C5)C78CCN9C7C(C=CC9)(C(C(C8N6C)(C(=O)OC)O)OC(=O)C)CC)OC)C(=O)OC)O.OS(=O)(=O)O. Drug 2: CN(CC1=CN=C2C(=N1)C(=NC(=N2)N)N)C3=CC=C(C=C3)C(=O)NC(CCC(=O)O)C(=O)O. Cell line: HL-60(TB). Synergy scores: CSS=46.1, Synergy_ZIP=4.21, Synergy_Bliss=1.19, Synergy_Loewe=-19.8, Synergy_HSA=-4.81. (4) Drug 1: CN1CCC(CC1)COC2=C(C=C3C(=C2)N=CN=C3NC4=C(C=C(C=C4)Br)F)OC. Drug 2: C(=O)(N)NO. Cell line: MALME-3M. Synergy scores: CSS=3.79, Synergy_ZIP=-2.28, Synergy_Bliss=-1.09, Synergy_Loewe=-1.22, Synergy_HSA=-1.20. (5) Cell line: MCF7. Drug 1: C1=CN(C(=O)N=C1N)C2C(C(C(O2)CO)O)O.Cl. Drug 2: CC1=C(C=C(C=C1)NC(=O)C2=CC=C(C=C2)CN3CCN(CC3)C)NC4=NC=CC(=N4)C5=CN=CC=C5. Synergy scores: CSS=0.114, Synergy_ZIP=-3.58, Synergy_Bliss=-2.18, Synergy_Loewe=-8.28, Synergy_HSA=-4.99. (6) Cell line: EKVX. Drug 2: C1CCC(C(C1)N)N.C(=O)(C(=O)[O-])[O-].[Pt+4]. Drug 1: CN(C)N=NC1=C(NC=N1)C(=O)N. Synergy scores: CSS=1.83, Synergy_ZIP=4.31, Synergy_Bliss=1.29, Synergy_Loewe=-0.922, Synergy_HSA=-0.163. (7) Drug 1: C1C(C(OC1N2C=C(C(=O)NC2=O)F)CO)O. Drug 2: CC1=C(C=C(C=C1)NC(=O)C2=CC=C(C=C2)CN3CCN(CC3)C)NC4=NC=CC(=N4)C5=CN=CC=C5. Cell line: HCT-15. Synergy scores: CSS=15.4, Synergy_ZIP=-3.04, Synergy_Bliss=-8.51, Synergy_Loewe=-20.0, Synergy_HSA=-9.36. (8) Drug 1: CC(C)NC(=O)C1=CC=C(C=C1)CNNC.Cl. Drug 2: COCCOC1=C(C=C2C(=C1)C(=NC=N2)NC3=CC=CC(=C3)C#C)OCCOC.Cl. Cell line: KM12. Synergy scores: CSS=-35.8, Synergy_ZIP=17.1, Synergy_Bliss=5.95, Synergy_Loewe=-39.3, Synergy_HSA=-37.8.